Dataset: Peptide-MHC class II binding affinity with 134,281 pairs from IEDB. Task: Regression. Given a peptide amino acid sequence and an MHC pseudo amino acid sequence, predict their binding affinity value. This is MHC class II binding data. (1) The peptide sequence is IVALIIAIVVWTIV. The MHC is DRB1_1302 with pseudo-sequence DRB1_1302. The binding affinity (normalized) is 0. (2) The peptide sequence is ITLNTNAELFNQSDY. The MHC is DRB1_1201 with pseudo-sequence DRB1_1201. The binding affinity (normalized) is 0.430. (3) The peptide sequence is SPLTASKLTYENVKM. The MHC is DRB1_1602 with pseudo-sequence DRB1_1602. The binding affinity (normalized) is 0.355. (4) The peptide sequence is GINTIPIAINEAEYV. The MHC is DRB3_0101 with pseudo-sequence DRB3_0101. The binding affinity (normalized) is 0.252. (5) The MHC is HLA-DQA10501-DQB10302 with pseudo-sequence HLA-DQA10501-DQB10302. The binding affinity (normalized) is 0. The peptide sequence is SNGEIEDVQTDIPSE. (6) The peptide sequence is SQDLELSWNLNYLQAY. The MHC is HLA-DQA10301-DQB10302 with pseudo-sequence HLA-DQA10301-DQB10302. The binding affinity (normalized) is 0.461. (7) The peptide sequence is AASGAATVAAGGYKV. The MHC is DRB3_0202 with pseudo-sequence DRB3_0202. The binding affinity (normalized) is 0.